Predict the product of the given reaction. From a dataset of Forward reaction prediction with 1.9M reactions from USPTO patents (1976-2016). (1) Given the reactants O([Si](C)(C)C)S(C(F)(F)F)(=O)=O.[OH:13][CH:14]([C:17]1[CH:18]=[C:19]([CH:22]=[CH:23][CH:24]=1)[C:20]#[N:21])[CH2:15][OH:16].N1C(C)=CC=C[C:26]=1C.C(OCC)(=O)C, predict the reaction product. The product is: [O:16]1[CH2:15][CH:14]([C:17]2[CH:18]=[C:19]([CH:22]=[CH:23][CH:24]=2)[C:20]#[N:21])[O:13][CH2:26]1. (2) The product is: [Cl:3][C:4]1[CH:5]=[C:6]([C:14]2[O:18][N:17]=[C:16]([C:19]3[C:20]([CH3:32])=[C:21]([CH2:25][CH2:26][C:27]([OH:29])=[O:28])[CH:22]=[CH:23][CH:24]=3)[N:15]=2)[CH:7]=[CH:8][C:9]=1[O:10][CH:11]([CH3:13])[CH3:12]. Given the reactants [OH-].[Na+].[Cl:3][C:4]1[CH:5]=[C:6]([C:14]2[O:18][N:17]=[C:16]([C:19]3[C:20]([CH3:32])=[C:21]([CH2:25][CH2:26][C:27]([O:29]CC)=[O:28])[CH:22]=[CH:23][CH:24]=3)[N:15]=2)[CH:7]=[CH:8][C:9]=1[O:10][CH:11]([CH3:13])[CH3:12].Cl, predict the reaction product. (3) Given the reactants [C:1](Cl)(Cl)=[O:2].[C:5]([O:9][C:10]([NH:12][C:13]1[CH:17]=[CH:16][S:15][C:14]=1[C:18]([NH:20][NH2:21])=[O:19])=[O:11])([CH3:8])([CH3:7])[CH3:6].O, predict the reaction product. The product is: [O:2]=[C:1]1[O:19][C:18]([C:14]2[S:15][CH:16]=[CH:17][C:13]=2[NH:12][C:10](=[O:11])[O:9][C:5]([CH3:8])([CH3:6])[CH3:7])=[N:20][NH:21]1. (4) Given the reactants [CH2:1]([O:4][C:5]1[C:6]([N+:23]([O-])=O)=[C:7]([NH:14][C:15]2[CH:20]=[CH:19][C:18]([I:21])=[CH:17][C:16]=2[F:22])[C:8]([F:13])=[C:9]([O:11][CH3:12])[CH:10]=1)[CH:2]=[CH2:3].[O-]S(S([O-])=O)=O.[Na+].[Na+], predict the reaction product. The product is: [CH2:1]([O:4][C:5]1[CH:10]=[C:9]([O:11][CH3:12])[C:8]([F:13])=[C:7]([NH:14][C:15]2[CH:20]=[CH:19][C:18]([I:21])=[CH:17][C:16]=2[F:22])[C:6]=1[NH2:23])[CH:2]=[CH2:3]. (5) Given the reactants [O:1]=[C:2]1[C:10]2[C:5](=[CH:6][CH:7]=[CH:8][CH:9]=2)[C:4](=[O:11])[N:3]1[CH2:12][CH2:13][CH2:14][C:15]1[CH:16]=[C:17]([CH:20]=[CH:21][CH:22]=1)[CH:18]=O, predict the reaction product. The product is: [CH:18]([C:17]1[CH:16]=[C:15]([CH2:14][CH2:13][CH2:12][N:3]2[C:2](=[O:1])[C:10]3[C:5](=[CH:6][CH:7]=[CH:8][CH:9]=3)[C:4]2=[O:11])[CH:22]=[CH:21][CH:20]=1)=[CH:4][CH2:5][CH2:6][CH3:7].